From a dataset of Peptide-MHC class I binding affinity with 185,985 pairs from IEDB/IMGT. Regression. Given a peptide amino acid sequence and an MHC pseudo amino acid sequence, predict their binding affinity value. This is MHC class I binding data. (1) The peptide sequence is RMLPKLAEF. The MHC is BoLA-D18.4 with pseudo-sequence BoLA-D18.4. The binding affinity (normalized) is 0.635. (2) The peptide sequence is ILGDTAWDF. The MHC is HLA-B15:01 with pseudo-sequence HLA-B15:01. The binding affinity (normalized) is 0.481. (3) The peptide sequence is KTDAGASTY. The MHC is HLA-A26:01 with pseudo-sequence HLA-A26:01. The binding affinity (normalized) is 0.0847. (4) The peptide sequence is NLLDSYFVV. The MHC is HLA-A02:02 with pseudo-sequence HLA-A02:02. The binding affinity (normalized) is 1.00. (5) The peptide sequence is IPQSLDSYWTSL. The MHC is Mamu-A07 with pseudo-sequence Mamu-A07. The binding affinity (normalized) is 0. (6) The peptide sequence is GHQAAMQML. The MHC is HLA-B44:03 with pseudo-sequence HLA-B44:03. The binding affinity (normalized) is 0. (7) The MHC is HLA-A26:01 with pseudo-sequence HLA-A26:01. The binding affinity (normalized) is 0.0847. The peptide sequence is ISVQPLWEW. (8) The peptide sequence is FQLQNRVPF. The MHC is H-2-Kb with pseudo-sequence H-2-Kb. The binding affinity (normalized) is 0.625. (9) The binding affinity (normalized) is 0.936. The MHC is HLA-A02:01 with pseudo-sequence HLA-A02:01. The peptide sequence is AVEGGLYPV.